Predict the reaction yield, written as a fraction of the theoretical maximum amount of product (1.0 means a 100% yield; for example, 0.34 means a 34% yield). From a dataset of Reaction yield outcomes from USPTO patents with 853,638 reactions. (1) The reactants are [CH:1]([C:4]1[CH:9]=[CH:8][C:7]([C:10]2[N:15]=[C:14]([C:16]3[CH:17]=[C:18]([CH:24]=[CH:25][CH:26]=3)[C:19]([O:21]CC)=[O:20])[CH:13]=[CH:12][CH:11]=2)=[CH:6][CH:5]=1)([CH3:3])[CH3:2].O.[OH-].[Li+].Cl. The catalyst is CO. The product is [CH:1]([C:4]1[CH:5]=[CH:6][C:7]([C:10]2[N:15]=[C:14]([C:16]3[CH:17]=[C:18]([CH:24]=[CH:25][CH:26]=3)[C:19]([OH:21])=[O:20])[CH:13]=[CH:12][CH:11]=2)=[CH:8][CH:9]=1)([CH3:3])[CH3:2]. The yield is 0.850. (2) The reactants are [CH3:1][N:2]1[CH:6]=[CH:5][C:4]([NH:7][C:8]([C:10]2[CH:20]=[C:19]([OH:21])[C:13]3[CH2:14][C:15]([CH3:18])([CH3:17])[O:16][C:12]=3[CH:11]=2)=[O:9])=[N:3]1.Cl[CH2:23][C:24]1[N:29]=[C:28]([C:30]2[CH:35]=[N:34][CH:33]=[CH:32][N:31]=2)[N:27]=[C:26]([OH:36])[CH:25]=1.C([O-])([O-])=O.[Cs+].[Cs+]. The catalyst is CN(C=O)C. The product is [CH3:1][N:2]1[CH:6]=[CH:5][C:4]([NH:7][C:8]([C:10]2[CH:20]=[C:19]([O:21][CH2:23][C:24]3[CH:25]=[C:26]([OH:36])[N:27]=[C:28]([C:30]4[CH:35]=[N:34][CH:33]=[CH:32][N:31]=4)[N:29]=3)[C:13]3[CH2:14][C:15]([CH3:18])([CH3:17])[O:16][C:12]=3[CH:11]=2)=[O:9])=[N:3]1. The yield is 0.100. (3) The reactants are [C:1]([C@H:5]1[CH2:10][CH2:9][C@H:8]([O:11][C:12]2[CH:13]=[C:14]3[C:19](=[CH:20][CH:21]=2)[CH:18]=[C:17]([CH2:22][NH:23][CH2:24][CH3:25])[CH:16]=[CH:15]3)[CH2:7][CH2:6]1)([CH3:4])([CH3:3])[CH3:2].[C:26]([O:30][CH3:31])(=[O:29])[CH:27]=[CH2:28]. The catalyst is CO. The product is [C:1]([C@H:5]1[CH2:10][CH2:9][C@H:8]([O:11][C:12]2[CH:13]=[C:14]3[C:19](=[CH:20][CH:21]=2)[CH:18]=[C:17]([CH2:22][N:23]([CH2:24][CH3:25])[CH2:28][CH2:27][C:26]([O:30][CH3:31])=[O:29])[CH:16]=[CH:15]3)[CH2:7][CH2:6]1)([CH3:4])([CH3:2])[CH3:3]. The yield is 0.520. (4) The reactants are [CH2:1]([C:5]1[N:6]=[C:7]([CH3:34])[N:8]([C:27]2[CH:32]=[CH:31][C:30]([OH:33])=[CH:29][CH:28]=2)[C:9](=[O:26])[C:10]=1[CH2:11][C:12]1[CH:17]=[CH:16][C:15]([C:18]2[C:19]([C:24]#[N:25])=[CH:20][CH:21]=[CH:22][CH:23]=2)=[CH:14][CH:13]=1)[CH2:2][CH2:3][CH3:4].Br[C:36]([CH3:43])([CH3:42])[C:37]([O:39][CH2:40][CH3:41])=[O:38].C(=O)([O-])[O-].[Cs+].[Cs+]. The catalyst is CC(N(C)C)=O.C(OCC)(=O)C. The product is [CH2:1]([C:5]1[N:6]=[C:7]([CH3:34])[N:8]([C:27]2[CH:32]=[CH:31][C:30]([O:33][C:36]([CH3:43])([CH3:42])[C:37]([O:39][CH2:40][CH3:41])=[O:38])=[CH:29][CH:28]=2)[C:9](=[O:26])[C:10]=1[CH2:11][C:12]1[CH:13]=[CH:14][C:15]([C:18]2[CH:23]=[CH:22][CH:21]=[CH:20][C:19]=2[C:24]#[N:25])=[CH:16][CH:17]=1)[CH2:2][CH2:3][CH3:4]. The yield is 0.740. (5) The reactants are [CH3:1][S:2][C:3]1[N:8]=[C:7]([C:9]#[C:10][C:11]2[CH:16]=[CH:15][N:14]=[C:13]([S:17][CH3:18])[N:12]=2)[CH:6]=[CH:5][N:4]=1.[I-].[NH2:20][N+:21]1[CH:26]=[CH:25][CH:24]=[CH:23][CH:22]=1. The catalyst is C(#N)C. The product is [CH3:1][S:2][C:3]1[N:8]=[C:7]([C:9]2[C:10]([C:11]3[CH:16]=[CH:15][N:14]=[C:13]([S:17][CH3:18])[N:12]=3)=[C:22]3[CH:23]=[CH:24][CH:25]=[CH:26][N:21]3[N:20]=2)[CH:6]=[CH:5][N:4]=1. The yield is 0.710. (6) The reactants are Cl.Cl[C:3]1[CH:8]=[C:7]([C:9]2[CH:14]=[CH:13][CH:12]=[C:11]([Cl:15])[CH:10]=2)[N:6]=[C:5]2[CH2:16][CH2:17][CH2:18][C:4]=12.[NH2:19][C:20]1[CH:25]=[CH:24][C:23]([CH2:26][C:27]#[N:28])=[CH:22][CH:21]=1. No catalyst specified. The product is [Cl:15][C:11]1[CH:10]=[C:9]([C:7]2[N:6]=[C:5]3[CH2:16][CH2:17][CH2:18][C:4]3=[C:3]([NH:19][C:20]3[CH:25]=[CH:24][C:23]([CH2:26][C:27]#[N:28])=[CH:22][CH:21]=3)[CH:8]=2)[CH:14]=[CH:13][CH:12]=1. The yield is 0.440. (7) The reactants are [CH3:1][N:2]([CH3:8])[C@H:3]1[CH2:7][CH2:6][NH:5][CH2:4]1.[Br:9][C:10]1[CH:11]=[CH:12][C:13](F)=[N:14][CH:15]=1.C(=O)([O-])[O-].[K+].[K+]. The catalyst is C(#N)C. The product is [Br:9][C:10]1[CH:11]=[CH:12][C:13]([N:5]2[CH2:6][CH2:7][C@H:3]([N:2]([CH3:8])[CH3:1])[CH2:4]2)=[N:14][CH:15]=1. The yield is 0.500. (8) The reactants are CC1(C)C(C)(C)OB([C:9]2[CH:10]=[C:11]3[C:31](=[CH:32][CH:33]=2)[C:15]2[NH:16][C:17]([C@@H:19]4[CH2:23][CH2:22][CH2:21][N:20]4[C:24]([O:26][C:27]([CH3:30])([CH3:29])[CH3:28])=[O:25])=[N:18][C:14]=2[CH2:13][CH2:12]3)O1.Br[C:36]1[CH:37]=[C:38]2[C:43](=[CH:44][CH:45]=1)[CH:42]=[C:41]([C:46]1[NH:50][C:49]([C@@H:51]3[CH2:55][CH2:54][CH2:53][N:52]3[C:56](=[O:66])[C@@H:57]([NH:61][C:62](=[O:65])[O:63][CH3:64])[CH:58]([CH3:60])[CH3:59])=[N:48][CH:47]=1)[CH:40]=[CH:39]2.C([O-])([O-])=O.[K+].[K+]. The catalyst is COCCOC.C1C=CC([P]([Pd]([P](C2C=CC=CC=2)(C2C=CC=CC=2)C2C=CC=CC=2)([P](C2C=CC=CC=2)(C2C=CC=CC=2)C2C=CC=CC=2)[P](C2C=CC=CC=2)(C2C=CC=CC=2)C2C=CC=CC=2)(C2C=CC=CC=2)C2C=CC=CC=2)=CC=1. The product is [CH3:64][O:63][C:62]([NH:61][C@@H:57]([CH:58]([CH3:60])[CH3:59])[C:56]([N:52]1[CH2:53][CH2:54][CH2:55][C@H:51]1[C:49]1[NH:50][C:46]([C:41]2[CH:42]=[C:43]3[C:38](=[CH:39][CH:40]=2)[CH:37]=[C:36]([C:9]2[CH:10]=[C:11]4[C:31](=[CH:32][CH:33]=2)[C:15]2[NH:16][C:17]([C@@H:19]5[CH2:23][CH2:22][CH2:21][N:20]5[C:24]([O:26][C:27]([CH3:28])([CH3:29])[CH3:30])=[O:25])=[N:18][C:14]=2[CH2:13][CH2:12]4)[CH:45]=[CH:44]3)=[CH:47][N:48]=1)=[O:66])=[O:65]. The yield is 0.550. (9) The reactants are [CH3:1][O:2][C:3]1[CH:19]=[CH:18][C:6]([CH2:7][N:8]([CH3:17])[CH:9]2[CH2:14][CH2:13][NH:12][CH2:11][C:10]2([CH3:16])[CH3:15])=[CH:5][CH:4]=1.Cl.Br[C:22]1[CH:27]=[CH:26][N:25]=[CH:24][CH:23]=1.CCN(C(C)C)C(C)C. The catalyst is C(O)CCC. The product is [CH3:1][O:2][C:3]1[CH:4]=[CH:5][C:6]([CH2:7][N:8]([CH3:17])[CH:9]2[CH2:14][CH2:13][N:12]([C:22]3[CH:27]=[CH:26][N:25]=[CH:24][CH:23]=3)[CH2:11][C:10]2([CH3:16])[CH3:15])=[CH:18][CH:19]=1. The yield is 0.400. (10) The reactants are [OH:1][C:2]1[C:7]([O:8][CH3:9])=[C:6]([O:10][CH3:11])[CH:5]=[CH:4][C:3]=1[C:12]([C:14]1[CH:19]=[C:18]([O:20][CH3:21])[C:17]([O:22][CH3:23])=[C:16]([O:24][CH3:25])[CH:15]=1)=[O:13].IC.[C:28]([O-])([O-])=O.[Na+].[Na+].COC1C=C(C(C2C=CC(OC)=C(OC)C=2OC)=O)C=C(OC)C=1. No catalyst specified. The product is [CH3:28][O:1][C:2]1[C:7]([O:8][CH3:9])=[C:6]([O:10][CH3:11])[CH:5]=[CH:4][C:3]=1[C:12]([C:14]1[CH:15]=[C:16]([O:24][CH3:25])[C:17]([O:22][CH3:23])=[C:18]([O:20][CH3:21])[CH:19]=1)=[O:13]. The yield is 0.840.